Dataset: Catalyst prediction with 721,799 reactions and 888 catalyst types from USPTO. Task: Predict which catalyst facilitates the given reaction. Reactant: [N:1]([CH2:4][C:5]1[C:10]([CH2:11][CH3:12])=[N:9][C:8]2[N:13]([CH2:16][CH3:17])[N:14]=[CH:15][C:7]=2[C:6]=1[NH:18][CH:19]1[CH2:24][CH2:23][O:22][CH2:21][CH2:20]1)=[N+]=[N-]. Product: [NH2:1][CH2:4][C:5]1[C:10]([CH2:11][CH3:12])=[N:9][C:8]2[N:13]([CH2:16][CH3:17])[N:14]=[CH:15][C:7]=2[C:6]=1[NH:18][CH:19]1[CH2:20][CH2:21][O:22][CH2:23][CH2:24]1. The catalyst class is: 63.